Dataset: NCI-60 drug combinations with 297,098 pairs across 59 cell lines. Task: Regression. Given two drug SMILES strings and cell line genomic features, predict the synergy score measuring deviation from expected non-interaction effect. Drug 1: CC(C1=C(C=CC(=C1Cl)F)Cl)OC2=C(N=CC(=C2)C3=CN(N=C3)C4CCNCC4)N. Drug 2: C#CCC(CC1=CN=C2C(=N1)C(=NC(=N2)N)N)C3=CC=C(C=C3)C(=O)NC(CCC(=O)O)C(=O)O. Cell line: SNB-75. Synergy scores: CSS=0.176, Synergy_ZIP=-0.562, Synergy_Bliss=-0.270, Synergy_Loewe=-2.30, Synergy_HSA=-1.27.